From a dataset of NCI-60 drug combinations with 297,098 pairs across 59 cell lines. Regression. Given two drug SMILES strings and cell line genomic features, predict the synergy score measuring deviation from expected non-interaction effect. (1) Drug 1: CCC1=C2CN3C(=CC4=C(C3=O)COC(=O)C4(CC)O)C2=NC5=C1C=C(C=C5)O. Drug 2: C1=NNC2=C1C(=O)NC=N2. Cell line: SK-OV-3. Synergy scores: CSS=29.7, Synergy_ZIP=-7.91, Synergy_Bliss=-1.11, Synergy_Loewe=-18.1, Synergy_HSA=-0.417. (2) Drug 1: CC12CCC(CC1=CCC3C2CCC4(C3CC=C4C5=CN=CC=C5)C)O. Drug 2: CCC1(CC2CC(C3=C(CCN(C2)C1)C4=CC=CC=C4N3)(C5=C(C=C6C(=C5)C78CCN9C7C(C=CC9)(C(C(C8N6C=O)(C(=O)OC)O)OC(=O)C)CC)OC)C(=O)OC)O.OS(=O)(=O)O. Cell line: T-47D. Synergy scores: CSS=28.8, Synergy_ZIP=-3.51, Synergy_Bliss=0.0612, Synergy_Loewe=-16.7, Synergy_HSA=-0.0625. (3) Drug 1: CNC(=O)C1=CC=CC=C1SC2=CC3=C(C=C2)C(=NN3)C=CC4=CC=CC=N4. Drug 2: CC12CCC3C(C1CCC2OP(=O)(O)O)CCC4=C3C=CC(=C4)OC(=O)N(CCCl)CCCl.[Na+]. Cell line: SR. Synergy scores: CSS=53.9, Synergy_ZIP=-2.77, Synergy_Bliss=-4.23, Synergy_Loewe=-16.6, Synergy_HSA=-1.83.